Dataset: Forward reaction prediction with 1.9M reactions from USPTO patents (1976-2016). Task: Predict the product of the given reaction. (1) Given the reactants [C:1]([C:3]1[CH:4]=[N:5][N:6]2[C:11]([C:12]([F:15])([F:14])[F:13])=[CH:10][C:9]([C:16]3[CH:21]=[CH:20][C:19]([C:22]([F:25])([F:24])[F:23])=[CH:18][CH:17]=3)=[N:8][C:7]=12)#[CH:2].Cl[C:27]1[S:28][C:29]([S:32]([NH2:35])(=[O:34])=[O:33])=[CH:30][N:31]=1, predict the reaction product. The product is: [F:15][C:12]([F:14])([F:13])[C:11]1[N:6]2[N:5]=[CH:4][C:3]([C:1]#[C:2][C:27]3[S:28][C:29]([S:32]([NH2:35])(=[O:34])=[O:33])=[CH:30][N:31]=3)=[C:7]2[N:8]=[C:9]([C:16]2[CH:21]=[CH:20][C:19]([C:22]([F:25])([F:24])[F:23])=[CH:18][CH:17]=2)[CH:10]=1. (2) Given the reactants [CH3:1][CH:2]1[CH2:7][C:6](=O)[CH2:5][CH:4]([C:9]2[CH:14]=[CH:13][N:12]=[CH:11][C:10]=2[N+:15]([O-:17])=[O:16])[O:3]1.[C:18]1([CH2:24][NH2:25])[CH:23]=[CH:22][CH:21]=[CH:20][CH:19]=1.[BH4-].[Li+], predict the reaction product. The product is: [CH2:24]([NH:25][CH:6]1[CH2:5][CH:4]([C:9]2[CH:14]=[CH:13][N:12]=[CH:11][C:10]=2[N+:15]([O-:17])=[O:16])[O:3][CH:2]([CH3:1])[CH2:7]1)[C:18]1[CH:23]=[CH:22][CH:21]=[CH:20][CH:19]=1. (3) The product is: [Cl:33][C:29]1[C:28]([C:34]([F:35])([F:36])[F:37])=[C:27]([CH:32]=[CH:31][CH:30]=1)[CH2:26][N:13]1[C:14](=[O:22])[C:15]([C:17]([O:19][CH2:20][CH3:21])=[O:18])=[CH:16][N:11]([C:9]2[CH:8]=[CH:7][C:6]3[N:2]([CH3:1])[C:3](=[O:24])[NH:4][C:5]=3[CH:10]=2)[C:12]1=[O:23]. Given the reactants [CH3:1][N:2]1[C:6]2[CH:7]=[CH:8][C:9]([N:11]3[CH:16]=[C:15]([C:17]([O:19][CH2:20][CH3:21])=[O:18])[C:14](=[O:22])[NH:13][C:12]3=[O:23])=[CH:10][C:5]=2[NH:4][C:3]1=[O:24].Br[CH2:26][C:27]1[CH:32]=[CH:31][CH:30]=[C:29]([Cl:33])[C:28]=1[C:34]([F:37])([F:36])[F:35].C(=O)([O-])[O-].[K+].[K+].[I-].[K+], predict the reaction product. (4) Given the reactants [NH2:1][C:2]1[CH:7]=[CH:6][C:5]([NH:8][C:9]2[N:14]=[C:13]([NH:15][C:16]3[NH:20][N:19]=[C:18]([CH:21]4[CH2:23][CH2:22]4)[CH:17]=3)[CH:12]=[CH:11][N:10]=2)=[CH:4][CH:3]=1.[F:24][C:25]([F:36])([F:35])[C:26]1[CH:27]=[C:28]([CH:32]=[CH:33][CH:34]=1)[C:29](Cl)=[O:30], predict the reaction product. The product is: [CH:21]1([C:18]2[CH:17]=[C:16]([NH:15][C:13]3[CH:12]=[CH:11][N:10]=[C:9]([NH:8][C:5]4[CH:6]=[CH:7][C:2]([NH:1][C:29](=[O:30])[C:28]5[CH:32]=[CH:33][CH:34]=[C:26]([C:25]([F:24])([F:35])[F:36])[CH:27]=5)=[CH:3][CH:4]=4)[N:14]=3)[NH:20][N:19]=2)[CH2:23][CH2:22]1. (5) Given the reactants Cl.[NH2:2][CH2:3][CH2:4][C:5]([O:7][CH2:8][CH3:9])=[O:6].C(N(C(C)C)C(C)C)C.[C:19]([C:22]1[N:27]=[C:26]([C:28]2[CH:33]=[CH:32][C:31]([C:34]3[CH:39]=[CH:38][C:37]([CH2:40][C:41](O)=[O:42])=[CH:36][C:35]=3[Cl:44])=[CH:30][CH:29]=2)[C:25]([CH3:45])=[N:24][C:23]=1[CH3:46])(=[O:21])[NH2:20].Cl.CN(C)CCCN=C=NCC.N1(O)C2C=CC=CC=2N=N1, predict the reaction product. The product is: [C:19]([C:22]1[N:27]=[C:26]([C:28]2[CH:33]=[CH:32][C:31]([C:34]3[CH:39]=[CH:38][C:37]([CH2:40][C:41]([NH:2][CH2:3][CH2:4][C:5]([O:7][CH2:8][CH3:9])=[O:6])=[O:42])=[CH:36][C:35]=3[Cl:44])=[CH:30][CH:29]=2)[C:25]([CH3:45])=[N:24][C:23]=1[CH3:46])(=[O:21])[NH2:20]. (6) Given the reactants [S:1]1[CH:5]=[CH:4][CH:3]=[C:2]1[CH:6]=O.[CH3:8][O:9][CH2:10][CH2:11][NH2:12].[C:13]1(=[O:24])[O:19][C:17](=O)[C:16]2=[CH:20][CH:21]=[CH:22][CH:23]=[C:15]2[CH2:14]1.[N:25]1([C:30]2[CH:31]=[C:32]([CH:34]=[CH:35][CH:36]=2)[NH2:33])[CH:29]=[CH:28][CH:27]=[N:26]1, predict the reaction product. The product is: [N:25]1([C:30]2[CH:31]=[C:32]([NH:33][C:13]([CH:14]3[C:15]4[C:16](=[CH:20][CH:21]=[CH:22][CH:23]=4)[C:17](=[O:19])[N:12]([CH2:11][CH2:10][O:9][CH3:8])[CH:6]3[C:2]3[S:1][CH:5]=[CH:4][CH:3]=3)=[O:24])[CH:34]=[CH:35][CH:36]=2)[CH:29]=[CH:28][CH:27]=[N:26]1. (7) Given the reactants C(=O)([O-])[O-].[Na+].[Na+].[CH2:7]([O:11][C:12]1[CH:17]=[CH:16][C:15](B(O)O)=[CH:14][CH:13]=1)[CH2:8][CH2:9][CH3:10].Br[C:22]1[C:23]([NH2:28])=[N:24][CH:25]=[CH:26][CH:27]=1, predict the reaction product. The product is: [CH2:7]([O:11][C:12]1[CH:17]=[CH:16][C:15]([C:22]2[C:23]([NH2:28])=[N:24][CH:25]=[CH:26][CH:27]=2)=[CH:14][CH:13]=1)[CH2:8][CH2:9][CH3:10]. (8) Given the reactants C(OC(N(CC(O)=O)C[C:13]1[CH:18]=[C:17](F)[C:16](F)=[CH:15][C:14]=1[NH:21]C(OC(C)(C)C)=O)=O)C1C=CC=CC=1.[F:33][C:34]([F:39])([F:38])[C:35]([OH:37])=[O:36], predict the reaction product. The product is: [F:33][C:34]([F:39])([F:38])[C:35]([O-:37])=[O:36].[C:14]1([NH3+:21])[CH:15]=[CH:16][CH:17]=[CH:18][CH:13]=1. (9) Given the reactants CS(O[CH2:6][CH2:7][CH2:8][CH2:9][NH:10][C:11]([O:13][CH2:14][C:15]1[CH:20]=[CH:19][CH:18]=[CH:17][CH:16]=1)=[O:12])(=O)=O.[CH2:21]([NH:23][CH:24]1[CH2:26][CH2:25]1)[CH3:22], predict the reaction product. The product is: [CH:24]1([N:23]([CH2:21][CH3:22])[CH2:6][CH2:7][CH2:8][CH2:9][NH:10][C:11](=[O:12])[O:13][CH2:14][C:15]2[CH:20]=[CH:19][CH:18]=[CH:17][CH:16]=2)[CH2:26][CH2:25]1.